This data is from Catalyst prediction with 721,799 reactions and 888 catalyst types from USPTO. The task is: Predict which catalyst facilitates the given reaction. Reactant: [H-].[Al+3].[Li+].[H-].[H-].[H-].C([O:9][C:10]([C:12]1[C:13]([C:36]([F:39])([F:38])[F:37])=[N:14][N:15]([C:17]([C:30]2[CH:35]=[CH:34][CH:33]=[CH:32][CH:31]=2)([C:24]2[CH:29]=[CH:28][CH:27]=[CH:26][CH:25]=2)[C:18]2[CH:23]=[CH:22][CH:21]=[CH:20][CH:19]=2)[CH:16]=1)=O)C. Product: [F:39][C:36]([F:37])([F:38])[C:13]1[C:12]([CH2:10][OH:9])=[CH:16][N:15]([C:17]([C:18]2[CH:19]=[CH:20][CH:21]=[CH:22][CH:23]=2)([C:24]2[CH:25]=[CH:26][CH:27]=[CH:28][CH:29]=2)[C:30]2[CH:35]=[CH:34][CH:33]=[CH:32][CH:31]=2)[N:14]=1. The catalyst class is: 7.